Dataset: Full USPTO retrosynthesis dataset with 1.9M reactions from patents (1976-2016). Task: Predict the reactants needed to synthesize the given product. (1) Given the product [F:23][C:24]1[CH:29]=[CH:28][C:27]([S:16]([C:14]2[CH:13]=[C:12]([I:20])[C:9]3[CH2:10][CH2:11][NH:5][CH2:6][CH2:7][C:8]=3[CH:15]=2)(=[O:17])=[O:18])=[CH:26][CH:25]=1, predict the reactants needed to synthesize it. The reactants are: FC(F)(F)C([N:5]1[CH2:11][CH2:10][C:9]2[C:12]([I:20])=[CH:13][C:14]([S:16](F)(=[O:18])=[O:17])=[CH:15][C:8]=2[CH2:7][CH2:6]1)=O.[F:23][C:24]1[CH:29]=[CH:28][C:27]([Mg]Cl)=[CH:26][CH:25]=1.C(C(C(C([O-])=O)O)O)([O-])=O.[K+].[Na+]. (2) Given the product [ClH:16].[ClH:1].[CH2:3]([N:10]1[CH2:15][CH2:14][N:13]([CH2:17][C:18]([C:20]2[CH:25]=[CH:24][CH:23]=[CH:22][CH:21]=2)=[O:19])[CH2:12][CH2:11]1)[C:4]1[CH:5]=[CH:6][CH:7]=[CH:8][CH:9]=1, predict the reactants needed to synthesize it. The reactants are: [ClH:1].Cl.[CH2:3]([N:10]1[CH2:15][CH2:14][NH:13][CH2:12][CH2:11]1)[C:4]1[CH:9]=[CH:8][CH:7]=[CH:6][CH:5]=1.[Cl:16][CH2:17][C:18]([C:20]1[CH:25]=[CH:24][CH:23]=[CH:22][CH:21]=1)=[O:19].C([O-])([O-])=O.[K+].[K+]. (3) Given the product [Cl:1][C:2]1[C:7]2[N:8]=[C:9]([C:11]3[CH:16]=[CH:15][C:14]([OH:17])=[CH:13][C:12]=3[Cl:19])[O:10][C:6]=2[CH:5]=[C:4]([OH:20])[CH:3]=1, predict the reactants needed to synthesize it. The reactants are: [Cl:1][C:2]1[C:7]2[N:8]=[C:9]([C:11]3[CH:16]=[CH:15][C:14]([O:17]C)=[CH:13][C:12]=3[Cl:19])[O:10][C:6]=2[CH:5]=[C:4]([O:20]C)[CH:3]=1.B(Br)(Br)Br.CO. (4) Given the product [CH:1]([C:4]1[CH:5]=[C:6]([CH:9]=[C:10]([CH:14]([CH3:16])[CH3:15])[C:11]=1[O:12][CH3:13])[CH:7]=[C:23]1[C:22]2[C:26](=[C:18]([F:17])[CH:19]=[CH:20][CH:21]=2)[NH:25][C:24]1=[O:27])([CH3:3])[CH3:2], predict the reactants needed to synthesize it. The reactants are: [CH:1]([C:4]1[CH:5]=[C:6]([CH:9]=[C:10]([CH:14]([CH3:16])[CH3:15])[C:11]=1[O:12][CH3:13])[CH:7]=O)([CH3:3])[CH3:2].[F:17][C:18]1[CH:19]=[CH:20][CH:21]=[C:22]2[C:26]=1[NH:25][C:24](=[O:27])[CH2:23]2.